Dataset: Full USPTO retrosynthesis dataset with 1.9M reactions from patents (1976-2016). Task: Predict the reactants needed to synthesize the given product. (1) Given the product [C:18]([C:14]1[CH:13]=[C:12]([NH:11][C:8]2[N:7]=[C:6]([C:20]([F:21])([F:22])[F:23])[C:5]([C:3]([OH:4])=[O:2])=[CH:10][N:9]=2)[CH:17]=[CH:16][CH:15]=1)#[N:19], predict the reactants needed to synthesize it. The reactants are: C[O:2][C:3]([C:5]1[C:6]([C:20]([F:23])([F:22])[F:21])=[N:7][C:8]([NH:11][C:12]2[CH:17]=[CH:16][CH:15]=[C:14]([C:18]#[N:19])[CH:13]=2)=[N:9][CH:10]=1)=[O:4].O.[OH-].[Li+]. (2) Given the product [CH3:23][C:20]1[CH:21]=[CH:22][C:17]([CH:13]2[CH2:14][CH2:15][CH2:16][N:12]2[C:4]2[N:3]=[C:2]([NH:24][C:25]3[S:26][C:27]([C:30]#[N:31])=[CH:28][N:29]=3)[CH:7]=[C:6]([C:8]([F:11])([F:10])[F:9])[CH:5]=2)=[CH:18][CH:19]=1, predict the reactants needed to synthesize it. The reactants are: Cl[C:2]1[CH:7]=[C:6]([C:8]([F:11])([F:10])[F:9])[CH:5]=[C:4]([N:12]2[CH2:16][CH2:15][CH2:14][CH:13]2[C:17]2[CH:22]=[CH:21][C:20]([CH3:23])=[CH:19][CH:18]=2)[N:3]=1.[NH2:24][C:25]1[S:26][C:27]([C:30]#[N:31])=[CH:28][N:29]=1.CC(C1C=C(C(C)C)C(C2C=CC=CC=2P(C2CCCCC2)C2CCCCC2)=C(C(C)C)C=1)C.P([O-])([O-])([O-])=O.[K+].[K+].[K+]. (3) Given the product [CH2:1]([N:3]([CH2:35][C:34]1[CH:37]=[CH:38][C:39]([O:40][CH:41]2[CH2:46][CH2:45][N:44]([CH3:47])[CH2:43][CH2:42]2)=[C:32]([F:31])[CH:33]=1)[C:4]1[CH:9]=[C:8]([O:10][CH3:11])[C:7]([O:12][CH3:13])=[CH:6][C:5]=1[C@@H:14]1[CH2:23][CH2:22][C:21]2[CH:20]=[C:19]([OH:24])[CH:18]=[CH:17][C:16]=2[CH2:15]1)[CH3:2], predict the reactants needed to synthesize it. The reactants are: [CH2:1]([NH:3][C:4]1[CH:9]=[C:8]([O:10][CH3:11])[C:7]([O:12][CH3:13])=[CH:6][C:5]=1[C@@H:14]1[CH2:23][CH2:22][C:21]2[CH:20]=[C:19]([O:24]C(=O)C(C)(C)C)[CH:18]=[CH:17][C:16]=2[CH2:15]1)[CH3:2].[F:31][C:32]1[CH:33]=[C:34]([CH:37]=[CH:38][C:39]=1[O:40][CH:41]1[CH2:46][CH2:45][N:44]([CH3:47])[CH2:43][CH2:42]1)[CH:35]=O.